From a dataset of Full USPTO retrosynthesis dataset with 1.9M reactions from patents (1976-2016). Predict the reactants needed to synthesize the given product. Given the product [Br:1][C:2]1[CH:7]=[CH:6][CH:5]=[C:4]([N:10]([CH3:9])[NH2:11])[N:3]=1, predict the reactants needed to synthesize it. The reactants are: [Br:1][C:2]1[CH:7]=[CH:6][CH:5]=[C:4](Br)[N:3]=1.[CH3:9][NH:10][NH2:11].